Dataset: Forward reaction prediction with 1.9M reactions from USPTO patents (1976-2016). Task: Predict the product of the given reaction. (1) Given the reactants Cl[C:2]1[N:11]=[CH:10][C:9]2[NH:8][CH2:7][CH:6]3[CH2:12][O:13][CH2:14][CH2:15][N:5]3[C:4]=2[N:3]=1.[CH3:16][O:17][C:18]1[CH:26]=[C:25]2[C:21]([C:22](B3OC(C)(C)C(C)(C)O3)=[CH:23][N:24]2[C:27]([O:29][C:30]([CH3:33])([CH3:32])[CH3:31])=[O:28])=[CH:20][CH:19]=1, predict the reaction product. The product is: [N:3]1[C:4]2[N:5]3[CH2:15][CH2:14][O:13][CH2:12][CH:6]3[CH2:7][NH:8][C:9]=2[CH:10]=[N:11][C:2]=1[C:22]1[C:21]2[C:25](=[CH:26][C:18]([O:17][CH3:16])=[CH:19][CH:20]=2)[N:24]([C:27]([O:29][C:30]([CH3:33])([CH3:32])[CH3:31])=[O:28])[CH:23]=1. (2) Given the reactants [CH2:1]([O:11][C:12]1[CH:29]=[CH:28][C:15]([C:16]([O:18][C:19]2[CH:27]=[CH:26][C:22]([C:23]([OH:25])=[O:24])=[CH:21][CH:20]=2)=[O:17])=[CH:14][CH:13]=1)[CH2:2][CH2:3][CH2:4][CH2:5][CH2:6][CH2:7][CH2:8][CH2:9][CH3:10].C(Cl)(=O)C(Cl)=O.[C:36]1([CH:43]=[CH:42][CH:41]=[C:39](O)[CH:38]=1)[OH:37].C(N(CC)CC)C, predict the reaction product. The product is: [CH2:1]([O:11][C:12]1[CH:29]=[CH:28][C:15]([C:16]([O:18][C:19]2[CH:27]=[CH:26][C:22]([C:23]([O:25][C:39]3[CH:41]=[CH:42][CH:43]=[C:36]([OH:37])[CH:38]=3)=[O:24])=[CH:21][CH:20]=2)=[O:17])=[CH:14][CH:13]=1)[CH2:2][CH2:3][CH2:4][CH2:5][CH2:6][CH2:7][CH2:8][CH2:9][CH3:10]. (3) The product is: [F:1][C:2]1[CH:3]=[CH:4][C:5]([C:8]2[CH:12]=[C:11]([CH2:13][N:14]3[C:26]4[C:25]5[NH:24][CH2:23][CH2:22][CH2:21][C:20]=5[N:19]=[C:18]([NH2:27])[C:17]=4[N:16]=[CH:15]3)[O:10][N:9]=2)=[CH:6][CH:7]=1. Given the reactants [F:1][C:2]1[CH:7]=[CH:6][C:5]([C:8]2[CH:12]=[C:11]([CH2:13][N:14]3[C:26]4[C:25]5[N:24]=[CH:23][CH:22]=[CH:21][C:20]=5[N:19]=[C:18]([NH2:27])[C:17]=4[N:16]=[CH:15]3)[O:10][N:9]=2)=[CH:4][CH:3]=1.FC(F)(F)C(O)=O, predict the reaction product. (4) The product is: [C:21]([O:34][C:31]([N:35]1[CH2:23][CH2:24][CH:19]([C:14]2[NH:15][CH:16]=[C:17]([C:19]3[CH:24]=[CH:23][C:22]([F:25])=[C:21]([C:26]([F:27])([F:28])[F:29])[CH:20]=3)[N:11]=2)[CH2:17][CH2:16]1)=[O:33])([CH3:26])([CH3:22])[CH3:20]. Given the reactants C(OC(C1CC[N:11]([C:14](=O)[NH:15][CH2:16][C:17]([C:19]2[CH:24]=[CH:23][C:22]([F:25])=[C:21]([C:26]([F:29])([F:28])[F:27])[CH:20]=2)=O)CC1)=O)(C)(C)C.[C:31]([O-:34])(=[O:33])C.[NH4+:35], predict the reaction product. (5) Given the reactants [CH3:1][O:2][C:3]1[CH:4]=[C:5]([CH2:9][CH2:10][Br:11])[CH:6]=[CH:7][CH:8]=1.[I:12]Cl, predict the reaction product. The product is: [Br:11][CH2:10][CH2:9][C:5]1[CH:4]=[C:3]([O:2][CH3:1])[CH:8]=[CH:7][C:6]=1[I:12]. (6) Given the reactants Br[C:2]1[CH:15]=[CH:14][C:5]([CH2:6][N:7]2[CH2:11][C@@H:10]([CH3:12])[O:9][C:8]2=[O:13])=[C:4]([F:16])[CH:3]=1.[F:17][C:18]1[CH:23]=[C:22]([F:24])[CH:21]=[CH:20][C:19]=1B(O)O, predict the reaction product. The product is: [CH3:12][C@H:10]1[O:9][C:8](=[O:13])[N:7]([CH2:6][C:5]2[CH:14]=[CH:15][C:2]([C:21]3[CH:20]=[CH:19][C:18]([F:17])=[CH:23][C:22]=3[F:24])=[CH:3][C:4]=2[F:16])[CH2:11]1. (7) Given the reactants [Cl:1][C:2]1[CH:3]=[CH:4][C:5]([C:21]#[N:22])=[C:6]([C:8]2[C:13]([F:14])=[CH:12][N:11]([CH:15]([CH3:19])[C:16](O)=[O:17])[C:10](=[O:20])[CH:9]=2)[CH:7]=1.[NH2:23][C:24]1[CH:36]=[CH:35][C:27]([C:28]([O:30][C:31]([CH3:34])([CH3:33])[CH3:32])=[O:29])=[CH:26][CH:25]=1, predict the reaction product. The product is: [Cl:1][C:2]1[CH:3]=[CH:4][C:5]([C:21]#[N:22])=[C:6]([C:8]2[C:13]([F:14])=[CH:12][N:11]([CH:15]([CH3:19])[C:16]([NH:23][C:24]3[CH:36]=[CH:35][C:27]([C:28]([O:30][C:31]([CH3:32])([CH3:33])[CH3:34])=[O:29])=[CH:26][CH:25]=3)=[O:17])[C:10](=[O:20])[CH:9]=2)[CH:7]=1.